Task: Predict the reactants needed to synthesize the given product.. Dataset: Full USPTO retrosynthesis dataset with 1.9M reactions from patents (1976-2016) Given the product [CH2:1]([C@H:8]([NH:30][C:31](=[O:39])[C@@H:66]([NH:70][C:71]([C:73]1[CH:82]=[CH:81][C:80]2[C:75](=[CH:76][CH:77]=[CH:78][CH:79]=2)[N:74]=1)=[O:72])[CH2:65][C:64]([NH2:63])=[O:83])[C@@H:9]([OH:29])[CH:10]([NH:17][S:18]([C:21]1[CH:22]=[CH:23][C:24]([O:27][CH3:28])=[CH:25][CH:26]=1)(=[O:20])=[O:19])[O:11][CH:12]1[CH2:13][CH2:14][CH2:15][CH2:16]1)[C:2]1[CH:3]=[CH:4][CH:5]=[CH:6][CH:7]=1, predict the reactants needed to synthesize it. The reactants are: [CH2:1]([C@H:8]([NH:30][C:31](=[O:39])OC1COCOC1)[C@@H:9]([OH:29])[CH:10]([NH:17][S:18]([C:21]1[CH:26]=[CH:25][C:24]([O:27][CH3:28])=[CH:23][CH:22]=1)(=[O:20])=[O:19])[O:11][CH:12]1[CH2:16][CH2:15][CH2:14][CH2:13]1)[C:2]1[CH:7]=[CH:6][CH:5]=[CH:4][CH:3]=1.Cl.CN(C)CCCN=C=NCC.ON1C2C=CC=CC=2N=N1.Cl.[NH2:63][C:64](=[O:83])[CH2:65][C@H:66]([NH:70][C:71]([C:73]1[CH:82]=[CH:81][C:80]2[C:75](=[CH:76][CH:77]=[CH:78][CH:79]=2)[N:74]=1)=[O:72])C(O)=O.C(N(CC)C(C)C)(C)C.